This data is from Forward reaction prediction with 1.9M reactions from USPTO patents (1976-2016). The task is: Predict the product of the given reaction. (1) Given the reactants [Br:1][C:2]1[CH:3]=[C:4]2[C:9](=[CH:10][CH:11]=1)[N:8]=[C:7]([NH:12][C:13](=[O:15])[CH3:14])[CH:6]=[C:5]2[OH:16].[CH2:17](I)[CH3:18].C(=O)([O-])[O-].[K+].[K+], predict the reaction product. The product is: [Br:1][C:2]1[CH:3]=[C:4]2[C:9](=[CH:10][CH:11]=1)[N:8]=[C:7]([NH:12][C:13](=[O:15])[CH3:14])[CH:6]=[C:5]2[O:16][CH2:17][CH3:18]. (2) Given the reactants [NH2:1][CH2:2][C@H:3]([OH:16])[CH2:4][O:5][C:6]1[C:14]2[NH:13][C:12](=[O:15])[NH:11][C:10]=2[CH:9]=[CH:8][CH:7]=1.[F:17][C:18]1[CH:19]=[C:20]([CH:29]=[CH:30][C:31]=1[N:32]1[CH2:37][CH2:36][C:35](=O)[CH2:34][CH2:33]1)[CH2:21][CH:22]1[S:26][C:25](=[O:27])[NH:24][C:23]1=[O:28], predict the reaction product. The product is: [F:17][C:18]1[CH:19]=[C:20]([CH:29]=[CH:30][C:31]=1[N:32]1[CH2:37][CH2:36][CH:35]([NH:1][CH2:2][C@H:3]([OH:16])[CH2:4][O:5][C:6]2[C:14]3[NH:13][C:12](=[O:15])[NH:11][C:10]=3[CH:9]=[CH:8][CH:7]=2)[CH2:34][CH2:33]1)[CH2:21][CH:22]1[S:26][C:25](=[O:27])[NH:24][C:23]1=[O:28]. (3) Given the reactants [CH3:1][O:2][C:3]1[CH:8]=[CH:7][C:6]([C:9]2[O:15][C:14]3[C:16](O)=[C:17]4[O:23][CH2:22][O:21][C:18]4=[C:19]([OH:20])[C:13]=3[C:11](=[O:12])[CH:10]=2)=[CH:5][CH:4]=1.C1OC2C=C3C(C(=O)C=C(C4C=CC(O)=CC=4)O3)=C(O)C=2O1.COS(OC)(=O)=O.C(=O)([O-])[O-].[K+].[K+], predict the reaction product. The product is: [CH2:22]1[O:23][C:17]2[CH:16]=[C:14]3[C:13]([C:11](=[O:12])[CH:10]=[C:9]([C:6]4[CH:5]=[CH:4][C:3]([O:2][CH3:1])=[CH:8][CH:7]=4)[O:15]3)=[C:19]([OH:20])[C:18]=2[O:21]1. (4) Given the reactants Br[C:2]1[CH:3]=[N:4][N:5]([C:27]2[CH:34]=[CH:33][C:30]([C:31]#[N:32])=[CH:29][CH:28]=2)[C:6]=1[C:7]1[C:8](=[O:26])[N:9]([CH3:25])[C:10](=[O:24])[N:11]([C:14]2[CH:19]=[CH:18][CH:17]=[C:16]([C:20]([F:23])([F:22])[F:21])[CH:15]=2)[C:12]=1[CH3:13].C(N(CC)C(C)C)(C)C.CO.[C:46]([O:49][CH2:50]C)(=[O:48])C, predict the reaction product. The product is: [CH3:50][O:49][C:46]([C:2]1[CH:3]=[N:4][N:5]([C:27]2[CH:34]=[CH:33][C:30]([C:31]#[N:32])=[CH:29][CH:28]=2)[C:6]=1[C:7]1[C:8](=[O:26])[N:9]([CH3:25])[C:10](=[O:24])[N:11]([C:14]2[CH:19]=[CH:18][CH:17]=[C:16]([C:20]([F:23])([F:22])[F:21])[CH:15]=2)[C:12]=1[CH3:13])=[O:48].